Dataset: Full USPTO retrosynthesis dataset with 1.9M reactions from patents (1976-2016). Task: Predict the reactants needed to synthesize the given product. (1) Given the product [C:20]1([C:19]2[N:12]3[CH:13]=[CH:14][C:15]([C:17]#[N:18])=[CH:16][C:11]3=[N:10][C:9]=2[C:6]2[CH:5]=[CH:4][C:3]([CH2:1][N:35]3[CH2:40][CH2:39][CH:38]([C:41]4[N:45]=[C:44]([C:46]5[CH:51]=[CH:50][CH:49]=[CH:48][N:47]=5)[O:43][N:42]=4)[CH2:37][CH2:36]3)=[CH:8][CH:7]=2)[CH:25]=[CH:24][CH:23]=[CH:22][CH:21]=1, predict the reactants needed to synthesize it. The reactants are: [CH:1]([C:3]1[CH:8]=[CH:7][C:6]([C:9]2[N:10]=[C:11]3[CH:16]=[C:15]([C:17]#[N:18])[CH:14]=[CH:13][N:12]3[C:19]=2[C:20]2[CH:25]=[CH:24][CH:23]=[CH:22][CH:21]=2)=[CH:5][CH:4]=1)=O.C(N(CC)CC)C.Cl.Cl.[NH:35]1[CH2:40][CH2:39][CH:38]([C:41]2[N:45]=[C:44]([C:46]3[CH:51]=[CH:50][CH:49]=[CH:48][N:47]=3)[O:43][N:42]=2)[CH2:37][CH2:36]1.C(O)(=O)C.[BH-](OC(C)=O)(OC(C)=O)OC(C)=O.[Na+]. (2) Given the product [CH3:10][S:11]([C:13]1[CH:18]=[CH:17][C:16]([C:2]2[CH:9]=[CH:8][CH:7]=[C:4]([CH:5]=[O:6])[CH:3]=2)=[CH:15][CH:14]=1)=[O:12], predict the reactants needed to synthesize it. The reactants are: Br[C:2]1[CH:3]=[C:4]([CH:7]=[CH:8][CH:9]=1)[CH:5]=[O:6].[CH3:10][S:11]([C:13]1[CH:18]=[CH:17][C:16](B(O)O)=[CH:15][CH:14]=1)=[O:12].C([O-])([O-])=O.[Na+].[Na+]. (3) Given the product [C:42]([O:41][C@@H:9]([C:10]1[C:32]([CH3:33])=[CH:31][C:13]2[N:14]=[C:15]([C:17]3[CH:22]=[CH:21][CH:20]=[C:19]([C:52]4[CH:51]=[N:50][CH:49]=[C:48]([O:47][CH3:46])[CH:53]=4)[CH:18]=3)[S:16][C:12]=2[C:11]=1[C:34]1[CH:35]=[CH:36][C:37]([Cl:40])=[CH:38][CH:39]=1)[CH2:8][OH:7])([CH3:43])([CH3:44])[CH3:45], predict the reactants needed to synthesize it. The reactants are: C([O:7][CH2:8][C@@H:9]([O:41][C:42]([CH3:45])([CH3:44])[CH3:43])[C:10]1[C:32]([CH3:33])=[CH:31][C:13]2[N:14]=[C:15]([C:17]3[CH:22]=[CH:21][CH:20]=[C:19](OS(C(F)(F)F)(=O)=O)[CH:18]=3)[S:16][C:12]=2[C:11]=1[C:34]1[CH:39]=[CH:38][C:37]([Cl:40])=[CH:36][CH:35]=1)(=O)C(C)(C)C.[CH3:46][O:47][C:48]1[CH:49]=[N:50][CH:51]=[C:52](B2OC(C)(C)C(C)(C)O2)[CH:53]=1.C([O-])([O-])=O.[K+].[K+].[OH-].[Na+]. (4) The reactants are: Br[C:2]1[CH:7]=[CH:6][C:5]([CH:8]([C:13]([F:16])([F:15])[F:14])[C:9]([F:12])([F:11])[F:10])=[CH:4][CH:3]=1.CO[CH2:19][CH2:20]OCCOC.[Li+].[Cl-].C(C([Sn])=C(CCCC)CCCC)CCC. Given the product [F:10][C:9]([F:12])([F:11])[CH:8]([C:5]1[CH:6]=[CH:7][C:2]([CH:19]=[CH2:20])=[CH:3][CH:4]=1)[C:13]([F:16])([F:15])[F:14], predict the reactants needed to synthesize it. (5) Given the product [CH2:9]([O:16][C:17]1[CH:24]=[CH:23][C:20]([C:21]2[NH:25][C:26]3=[N:27][CH:28]=[CH:29][C:30]([CH2:35][C:36]([O:38][CH2:39][CH3:40])=[O:37])=[C:31]3[N:32]=2)=[CH:19][CH:18]=1)[C:10]1[CH:15]=[CH:14][CH:13]=[CH:12][CH:11]=1, predict the reactants needed to synthesize it. The reactants are: S(S([O-])=O)([O-])=O.[Na+].[Na+].[CH2:9]([O:16][C:17]1[CH:24]=[CH:23][C:20]([CH:21]=O)=[CH:19][CH:18]=1)[C:10]1[CH:15]=[CH:14][CH:13]=[CH:12][CH:11]=1.[NH2:25][C:26]1[C:31]([N+:32]([O-])=O)=[C:30]([CH2:35][C:36]([O:38][CH2:39][CH3:40])=[O:37])[CH:29]=[CH:28][N:27]=1.[NH4+].[OH-]. (6) The reactants are: [CH2:1]([O:3][C:4]([C:6]1[N:11]=[C:10](Br)[C:9]2[N:13]=[C:14]([C:16]3[CH:21]=[CH:20][CH:19]=[CH:18][CH:17]=3)[S:15][C:8]=2[C:7]=1[OH:22])=[O:5])[CH3:2].[CH2:23]([Sn](CCC)(CCC)CCC)[CH2:24][CH3:25]. Given the product [CH2:1]([O:3][C:4]([C:6]1[N:11]=[C:10]([CH2:23][CH2:24][CH3:25])[C:9]2[N:13]=[C:14]([C:16]3[CH:21]=[CH:20][CH:19]=[CH:18][CH:17]=3)[S:15][C:8]=2[C:7]=1[OH:22])=[O:5])[CH3:2], predict the reactants needed to synthesize it.